From a dataset of Forward reaction prediction with 1.9M reactions from USPTO patents (1976-2016). Predict the product of the given reaction. (1) The product is: [C:64]([O:67][C:68]([N:70]1[CH2:75][CH2:74][CH:73]([NH:76][C:25](=[O:26])[C:24]2[CH:28]=[CH:29][C:21]([NH:20][C:18]3[N:17]=[CH:16][C:7]4[N:8]([CH3:15])[C:9](=[O:14])[C:10]([F:12])([F:13])[CH2:11][N:5]([CH:1]5[CH2:4][CH2:3][CH2:2]5)[C:6]=4[N:19]=3)=[C:22]([O:30][CH3:31])[CH:23]=2)[CH2:72][CH2:71]1)=[O:69])([CH3:63])([CH3:65])[CH3:66]. Given the reactants [CH:1]1([N:5]2[CH2:11][C:10]([F:13])([F:12])[C:9](=[O:14])[N:8]([CH3:15])[C:7]3[CH:16]=[N:17][C:18]([NH:20][C:21]4[CH:29]=[CH:28][C:24]([C:25](O)=[O:26])=[CH:23][C:22]=4[O:30][CH3:31])=[N:19][C:6]2=3)[CH2:4][CH2:3][CH2:2]1.C(N(CC)CC)C.F[P-](F)(F)(F)(F)F.CN(C(N(C)C)=[N+]1C2C(=NC=CC=2)[N+]([O-])=N1)C.[CH3:63][C:64]([O:67][C:68]([N:70]1[CH2:75][CH2:74][CH:73]([NH2:76])[CH2:72][CH2:71]1)=[O:69])([CH3:66])[CH3:65], predict the reaction product. (2) Given the reactants [F:1][C:2]1[CH:7]=[C:6]([N+:8]([O-])=O)[CH:5]=[CH:4][C:3]=1[O:11][CH3:12], predict the reaction product. The product is: [F:1][C:2]1[CH:7]=[C:6]([CH:5]=[CH:4][C:3]=1[O:11][CH3:12])[NH2:8]. (3) The product is: [CH3:9][O:10][C:11]1[CH:12]=[C:13](/[CH:14]=[C:6](/[C:2]2[S:1][CH:5]=[CH:4][CH:3]=2)\[C:7]#[N:8])[CH:16]=[CH:17][C:18]=1[O:19][CH3:20]. Given the reactants [S:1]1[CH:5]=[CH:4][CH:3]=[C:2]1[CH2:6][C:7]#[N:8].[CH3:9][O:10][C:11]1[CH:12]=[C:13]([CH:16]=[CH:17][C:18]=1[O:19][CH3:20])[CH:14]=O, predict the reaction product.